Dataset: Forward reaction prediction with 1.9M reactions from USPTO patents (1976-2016). Task: Predict the product of the given reaction. Given the reactants C1(P([CH2:15][S:16]([NH:19][C:20](=[O:26])[O:21][C:22]([CH3:25])([CH3:24])[CH3:23])(=[O:18])=[O:17])(C2C=CC=CC=2)=O)C=CC=CC=1.[H-].[Na+].[Cl:29][C:30]1[CH:47]=[C:46]([Cl:48])[CH:45]=[CH:44][C:31]=1[CH2:32][N:33]1[C:37]([CH:38]=O)=[CH:36][C:35]([O:40][CH2:41][O:42][CH3:43])=[N:34]1.[Cl-].[Na+], predict the reaction product. The product is: [C:22]([O:21][C:20](=[O:26])[NH:19][S:16](/[CH:15]=[CH:38]/[C:37]1[N:33]([CH2:32][C:31]2[CH:44]=[CH:45][C:46]([Cl:48])=[CH:47][C:30]=2[Cl:29])[N:34]=[C:35]([O:40][CH2:41][O:42][CH3:43])[CH:36]=1)(=[O:18])=[O:17])([CH3:25])([CH3:24])[CH3:23].